This data is from Full USPTO retrosynthesis dataset with 1.9M reactions from patents (1976-2016). The task is: Predict the reactants needed to synthesize the given product. Given the product [Si:1]([O:8][C:9]1([C:10]([O:12][CH3:13])=[O:11])[CH:14]([CH2:15][CH2:16][CH2:17][CH2:18][CH2:19][O:20][C:21]2[CH:26]=[CH:25][C:24]([C:27]3[CH:28]=[CH:29][C:30]([C:33]#[N:34])=[CH:31][CH:32]=3)=[CH:23][CH:22]=2)[O:43]1)([C:4]([CH3:7])([CH3:6])[CH3:5])([CH3:3])[CH3:2], predict the reactants needed to synthesize it. The reactants are: [Si:1]([O:8]/[C:9](=[CH:14]\[CH2:15][CH2:16][CH2:17][CH2:18][CH2:19][O:20][C:21]1[CH:26]=[CH:25][C:24]([C:27]2[CH:32]=[CH:31][C:30]([C:33]#[N:34])=[CH:29][CH:28]=2)=[CH:23][CH:22]=1)/[C:10]([O:12][CH3:13])=[O:11])([C:4]([CH3:7])([CH3:6])[CH3:5])([CH3:3])[CH3:2].C1C=C(Cl)C=C(C(OO)=[O:43])C=1.[F-].[K+].